This data is from Peptide-MHC class I binding affinity with 185,985 pairs from IEDB/IMGT. The task is: Regression. Given a peptide amino acid sequence and an MHC pseudo amino acid sequence, predict their binding affinity value. This is MHC class I binding data. (1) The peptide sequence is GMMGGLWKY. The MHC is BoLA-D18.4 with pseudo-sequence BoLA-D18.4. The binding affinity (normalized) is 0.439. (2) The peptide sequence is QIVAYFSEF. The MHC is HLA-B15:01 with pseudo-sequence HLA-B15:01. The binding affinity (normalized) is 0.970. (3) The peptide sequence is KPKLKVATL. The MHC is HLA-A01:01 with pseudo-sequence HLA-A01:01. The binding affinity (normalized) is 0.0847. (4) The peptide sequence is QLSLKMLSL. The MHC is HLA-A03:01 with pseudo-sequence HLA-A03:01. The binding affinity (normalized) is 0.0847. (5) The peptide sequence is NPALRMKWM. The MHC is HLA-A69:01 with pseudo-sequence HLA-A69:01. The binding affinity (normalized) is 0.0847.